Dataset: Catalyst prediction with 721,799 reactions and 888 catalyst types from USPTO. Task: Predict which catalyst facilitates the given reaction. (1) Reactant: [F:1][C:2]([F:18])([C:8]1[CH:13]=[CH:12][CH:11]=[C:10]([O:14]COC)[CH:9]=1)[C:3]([O:5][CH2:6][CH3:7])=[O:4].Cl. Product: [F:1][C:2]([F:18])([C:8]1[CH:13]=[CH:12][CH:11]=[C:10]([OH:14])[CH:9]=1)[C:3]([O:5][CH2:6][CH3:7])=[O:4]. The catalyst class is: 12. (2) The catalyst class is: 810. Reactant: [OH:1][C:2]1[CH:7]=[CH:6][C:5]([CH2:8][C:9]([NH:11][C@H:12]2[CH2:17][CH2:16][C@@H:15]([CH:18]=[C:19]([CH3:21])[CH3:20])[CH2:14][CH2:13]2)=[O:10])=[CH:4][C:3]=1[O:22][CH3:23]. Product: [OH:1][C:2]1[CH:7]=[CH:6][C:5]([CH2:8][C:9]([NH:11][C@H:12]2[CH2:17][CH2:16][C@@H:15]([CH2:18][CH:19]([CH3:21])[CH3:20])[CH2:14][CH2:13]2)=[O:10])=[CH:4][C:3]=1[O:22][CH3:23]. (3) Reactant: [C:1](Cl)(=[O:8])[C:2]1[CH:7]=[CH:6][CH:5]=[CH:4][CH:3]=1.[S-][C:11]#[N:12].[K+].[NH:14]([C:16](=[O:32])[C:17]([NH:19][C:20]1[CH:25]=[CH:24][C:23]([N:26]2[CH2:31][CH2:30][O:29][CH2:28][CH2:27]2)=[CH:22][CH:21]=1)=[O:18])[NH2:15].C1N=CN(C(N2C=NC=C2)=O)C=1. Product: [C:1]([NH:12][C:11]1[O:32][C:16]([C:17]([NH:19][C:20]2[CH:21]=[CH:22][C:23]([N:26]3[CH2:27][CH2:28][O:29][CH2:30][CH2:31]3)=[CH:24][CH:25]=2)=[O:18])=[N:14][N:15]=1)(=[O:8])[C:2]1[CH:7]=[CH:6][CH:5]=[CH:4][CH:3]=1. The catalyst class is: 118. (4) Reactant: C(=O)(O)[O-].[Na+].Cl.[NH2:7][CH2:8][CH2:9][SH:10].[C:11]([O:15][C:16](=[O:23])[NH:17][C@H:18]([C:20](F)=[O:21])[CH3:19])([CH3:14])([CH3:13])[CH3:12]. Product: [C:11]([O:15][C:16](=[O:23])[NH:17][C@H:18]([C:20](=[O:21])[NH:7][CH2:8][CH2:9][SH:10])[CH3:19])([CH3:12])([CH3:13])[CH3:14]. The catalyst class is: 232. (5) Reactant: [NH2:1][C:2]1[C:3]2[CH:11]=[CH:10][N:9]([C@@H:12]3[O:16][C@@:15]([CH2:19]O)([CH:17]=[O:18])[C@@H:14]([O:21][Si:22]([C:25]([CH3:28])([CH3:27])[CH3:26])([CH3:24])[CH3:23])[CH2:13]3)[C:4]=2[N:5]=[C:6]([Cl:8])[N:7]=1.[C:29](=O)([O-])[O-].[K+].[K+].[N+](=C(P(=O)(OC)OC)C(=O)C)=[N-]. Product: [NH2:1][C:2]1[C:3]2[CH:11]=[CH:10][N:9]([C@@H:12]3[O:16][C@@:15]([CH2:17][OH:18])([C:19]#[CH:29])[C@@H:14]([O:21][Si:22]([C:25]([CH3:26])([CH3:27])[CH3:28])([CH3:24])[CH3:23])[CH2:13]3)[C:4]=2[N:5]=[C:6]([Cl:8])[N:7]=1. The catalyst class is: 5. (6) Reactant: [C:1]([O:5][C:6]([N:8]1[CH2:13][CH2:12][N:11]([C:14](Cl)=[O:15])[CH2:10][CH2:9]1)=[O:7])([CH3:4])([CH3:3])[CH3:2].[F:17][C:18]1[CH:33]=[CH:32][C:21]([CH2:22][O:23][C:24]2[CH:29]=[CH:28][C:27]([CH2:30][SH:31])=[CH:26][CH:25]=2)=[CH:20][CH:19]=1.O. Product: [C:1]([O:5][C:6]([N:8]1[CH2:13][CH2:12][N:11]([C:14]([S:31][CH2:30][C:27]2[CH:26]=[CH:25][C:24]([O:23][CH2:22][C:21]3[CH:32]=[CH:33][C:18]([F:17])=[CH:19][CH:20]=3)=[CH:29][CH:28]=2)=[O:15])[CH2:10][CH2:9]1)=[O:7])([CH3:4])([CH3:3])[CH3:2]. The catalyst class is: 17.